This data is from NCI-60 drug combinations with 297,098 pairs across 59 cell lines. The task is: Regression. Given two drug SMILES strings and cell line genomic features, predict the synergy score measuring deviation from expected non-interaction effect. (1) Drug 1: C1CN1P(=S)(N2CC2)N3CC3. Drug 2: CCN(CC)CCNC(=O)C1=C(NC(=C1C)C=C2C3=C(C=CC(=C3)F)NC2=O)C. Cell line: MDA-MB-435. Synergy scores: CSS=-0.586, Synergy_ZIP=0.0962, Synergy_Bliss=0.482, Synergy_Loewe=-2.23, Synergy_HSA=-0.838. (2) Drug 1: CC1OCC2C(O1)C(C(C(O2)OC3C4COC(=O)C4C(C5=CC6=C(C=C35)OCO6)C7=CC(=C(C(=C7)OC)O)OC)O)O. Drug 2: CCC1(C2=C(COC1=O)C(=O)N3CC4=CC5=C(C=CC(=C5CN(C)C)O)N=C4C3=C2)O.Cl. Cell line: HL-60(TB). Synergy scores: CSS=84.3, Synergy_ZIP=1.46, Synergy_Bliss=1.54, Synergy_Loewe=0.867, Synergy_HSA=3.21.